Dataset: Catalyst prediction with 721,799 reactions and 888 catalyst types from USPTO. Task: Predict which catalyst facilitates the given reaction. (1) Reactant: C([O:3][C:4](=[O:34])[C:5]([CH3:33])([O:7][C:8]1[CH:13]=[CH:12][C:11]([O:14][CH2:15][C:16]2[N:17]=[N:18][C:19]([C:22]3[CH:27]=[CH:26][C:25]([C:28]([F:31])([F:30])[F:29])=[CH:24][CH:23]=3)=[CH:20][CH:21]=2)=[CH:10][C:9]=1[CH3:32])[CH3:6])C.[OH-].[Na+]. Product: [CH3:33][C:5]([O:7][C:8]1[CH:13]=[CH:12][C:11]([O:14][CH2:15][C:16]2[N:17]=[N:18][C:19]([C:22]3[CH:23]=[CH:24][C:25]([C:28]([F:31])([F:30])[F:29])=[CH:26][CH:27]=3)=[CH:20][CH:21]=2)=[CH:10][C:9]=1[CH3:32])([CH3:6])[C:4]([OH:34])=[O:3]. The catalyst class is: 242. (2) Reactant: [NH2:1][C:2]1[CH:3]=[C:4]([NH:9][C:10](=[O:21])[C:11]2[CH:16]=[CH:15][CH:14]=[C:13]([C:17]([F:20])([F:19])[F:18])[CH:12]=2)[CH:5]=[CH:6][C:7]=1[CH3:8].[Br:22][C:23]1[CH:28]=[CH:27][C:26]([N:29]2[C:33]3=[N:34][CH:35]=[N:36][C:37](Cl)=[C:32]3[CH:31]=[N:30]2)=[CH:25][CH:24]=1. Product: [Br:22][C:23]1[CH:24]=[CH:25][C:26]([N:29]2[C:33]3=[N:34][CH:35]=[N:36][C:37]([NH:1][C:2]4[CH:3]=[C:4]([NH:9][C:10](=[O:21])[C:11]5[CH:16]=[CH:15][CH:14]=[C:13]([C:17]([F:18])([F:19])[F:20])[CH:12]=5)[CH:5]=[CH:6][C:7]=4[CH3:8])=[C:32]3[CH:31]=[N:30]2)=[CH:27][CH:28]=1. The catalyst class is: 107. (3) Reactant: [CH2:1]([C@H:3]1[CH2:7][NH:6][CH2:5][C@H:4]1[NH:8][C:9]1[C:10]2[N:11]([CH:18]=[C:19]([C:21]3[CH:22]=[N:23][C:24]([CH2:27][NH:28][C:29](=[O:33])[CH2:30][O:31][CH3:32])=[CH:25][CH:26]=3)[CH:20]=2)[N:12]=[CH:13][C:14]=1[C:15]([NH2:17])=[O:16])[CH3:2].[C:34]([C:36]([CH3:41])([CH3:40])[C:37](O)=[O:38])#[N:35].F[P-](F)(F)(F)(F)F.N1(O[P+](N(C)C)(N(C)C)N(C)C)C2C=CC=CC=2N=N1.CCN(C(C)C)C(C)C. Product: [C:34]([C:36]([CH3:41])([CH3:40])[C:37]([N:6]1[CH2:7][C@H:3]([CH2:1][CH3:2])[C@H:4]([NH:8][C:9]2[C:10]3[N:11]([CH:18]=[C:19]([C:21]4[CH:22]=[N:23][C:24]([CH2:27][NH:28][C:29](=[O:33])[CH2:30][O:31][CH3:32])=[CH:25][CH:26]=4)[CH:20]=3)[N:12]=[CH:13][C:14]=2[C:15]([NH2:17])=[O:16])[CH2:5]1)=[O:38])#[N:35]. The catalyst class is: 3. (4) Reactant: CCCCCCCCCCCCCCCC([O:18][C@@H:19]1[CH2:24][C:23]([CH3:25])=[C:22](/[CH:26]=[CH:27]/[C:28](/[CH3:74])=[CH:29]/[CH:30]=[CH:31]/[C:32](/[CH3:73])=[CH:33]/[CH:34]=[CH:35]/[CH:36]=[C:37](\[CH3:72])/[CH:38]=[CH:39]/[CH:40]=[C:41](\[CH3:71])/[CH:42]=[CH:43]/[C:44]2[C:49]([CH3:51])([CH3:50])[CH2:48][C@H:47]([O:52]C(CCCCCCCCCCCCCCC)=O)[CH2:46][C:45]=2[CH3:70])[C:21]([CH3:76])([CH3:75])[CH2:20]1)=O. Product: [CH3:70][C:45]1[CH2:46][C@@H:47]([OH:52])[CH2:48][C:49]([CH3:50])([CH3:51])[C:44]=1/[CH:43]=[CH:42]/[C:41](/[CH3:71])=[CH:40]/[CH:39]=[CH:38]/[C:37](/[CH3:72])=[CH:36]/[CH:35]=[CH:34]/[CH:33]=[C:32](\[CH3:73])/[CH:31]=[CH:30]/[CH:29]=[C:28](\[CH3:74])/[CH:27]=[CH:26]/[C:22]1[C:21]([CH3:76])([CH3:75])[CH2:20][C@H:19]([OH:18])[CH2:24][C:23]=1[CH3:25]. The catalyst class is: 6. (5) Reactant: Br[C:2]1[C:7]2[NH:8][C:9](=[O:14])[NH:10][S:11](=[O:13])(=[O:12])[C:6]=2[C:5]([CH3:15])=[C:4]([CH3:16])[CH:3]=1.C([O-])=O.[NH4+]. Product: [CH3:16][C:4]1[CH:3]=[CH:2][C:7]2[NH:8][C:9](=[O:14])[NH:10][S:11](=[O:13])(=[O:12])[C:6]=2[C:5]=1[CH3:15]. The catalyst class is: 129.